Dataset: Forward reaction prediction with 1.9M reactions from USPTO patents (1976-2016). Task: Predict the product of the given reaction. (1) Given the reactants [C:1]1([CH:7]([CH2:11][CH3:12])[C:8](Cl)=[O:9])[CH:6]=[CH:5][CH:4]=[CH:3][CH:2]=1.[CH3:13][NH:14][C@H:15]1[CH2:34][N:19]2[C:20]3[C:25]([C:26]([CH2:27][C:28]([O:30]CCC)=[O:29])=[C:18]2[CH2:17][CH2:16]1)=[CH:24][CH:23]=[CH:22][CH:21]=3, predict the reaction product. The product is: [C:1]1([CH:7]([C:11]2[CH:12]=[CH:3][CH:2]=[CH:1][CH:6]=2)[C:8]([N:14]([CH3:13])[C@H:15]2[CH2:34][N:19]3[C:20]4[C:25]([C:26]([CH2:27][C:28]([OH:30])=[O:29])=[C:18]3[CH2:17][CH2:16]2)=[CH:24][CH:23]=[CH:22][CH:21]=4)=[O:9])[CH:6]=[CH:5][CH:4]=[CH:3][CH:2]=1. (2) The product is: [NH:33]1[C:34]2[CH:39]=[CH:38][CH:37]=[CH:36][C:35]=2[N:31]=[C:32]1[C:40]1[C:48]2[C:43](=[CH:44][CH:45]=[C:46]([NH:49][C:8]([C:5]3([CH3:11])[CH2:4][CH2:3][N:2]([CH3:1])[CH2:7][CH2:6]3)=[O:10])[CH:47]=2)[N:42]([CH:50]2[CH2:55][CH2:54][CH2:53][CH2:52][O:51]2)[N:41]=1. Given the reactants [CH3:1][N:2]1[CH2:7][CH2:6][C:5]([CH3:11])([C:8]([OH:10])=O)[CH2:4][CH2:3]1.C1C=CC2N(O)N=NC=2C=1.C(Cl)CCl.C(=O)(O)[O-].[Na+].[NH:31]1[C:35]2[CH:36]=[CH:37][CH:38]=[CH:39][C:34]=2[N:33]=[C:32]1[C:40]1[C:48]2[C:43](=[CH:44][CH:45]=[C:46]([NH2:49])[CH:47]=2)[N:42]([CH:50]2[CH2:55][CH2:54][CH2:53][CH2:52][O:51]2)[N:41]=1, predict the reaction product. (3) The product is: [CH3:1][O:2][C:3](=[O:40])[C:4]1[CH:9]=[CH:8][C:7]([CH2:10][CH2:11][CH:12]([CH:34]2[CH2:35][CH2:36][CH2:37][CH2:38][CH2:39]2)[N:13]2[C:17]3[CH:18]=[C:19]([F:23])[C:20]([F:22])=[CH:21][C:16]=3[N:15]=[C:14]2[C:24]2[C:25]([O:32][CH3:33])=[N:26][C:27]([O:30][CH3:31])=[CH:28][CH:29]=2)=[CH:6][CH:5]=1. Given the reactants [CH3:1][O:2][C:3](=[O:40])[C:4]1[CH:9]=[CH:8][C:7](/[CH:10]=[CH:11]/[CH:12]([CH:34]2[CH2:39][CH2:38][CH2:37][CH2:36][CH2:35]2)[N:13]2[C:17]3[CH:18]=[C:19]([F:23])[C:20]([F:22])=[CH:21][C:16]=3[N:15]=[C:14]2[C:24]2[C:25]([O:32][CH3:33])=[N:26][C:27]([O:30][CH3:31])=[CH:28][CH:29]=2)=[CH:6][CH:5]=1, predict the reaction product.